From a dataset of Catalyst prediction with 721,799 reactions and 888 catalyst types from USPTO. Predict which catalyst facilitates the given reaction. (1) Reactant: [NH2:1][C:2]1[CH:7]=[CH:6][C:5]([F:8])=[CH:4][C:3]=1[NH:9][C@@H:10]1[CH2:15][CH2:14][CH2:13][N:12]([CH2:16][CH2:17][O:18][C:19](=[O:24])[C:20]([CH3:23])([CH3:22])[CH3:21])[CH2:11]1.[C:25]([O:29][C:30]([NH:32][C@@H:33]([CH3:37])[C:34](O)=[O:35])=[O:31])([CH3:28])([CH3:27])[CH3:26].C1C=NC2N(O)N=NC=2C=1.CCN=C=NCCCN(C)C.Cl. Product: [C:25]([O:29][C:30]([NH:32][C@@H:33]([CH3:37])[C:34]([NH:1][C:2]1[CH:7]=[CH:6][C:5]([F:8])=[CH:4][C:3]=1[NH:9][C@@H:10]1[CH2:15][CH2:14][CH2:13][N:12]([CH2:16][CH2:17][O:18][C:19](=[O:24])[C:20]([CH3:21])([CH3:23])[CH3:22])[CH2:11]1)=[O:35])=[O:31])([CH3:28])([CH3:27])[CH3:26]. The catalyst class is: 2. (2) Reactant: [NH2:1][C:2]1[C:7]([NH:8][C:9]2[CH:14]=[CH:13][C:12]([I:15])=[CH:11][C:10]=2[F:16])=[C:6]([CH3:17])[C:5](=[O:18])[N:4]2[CH2:19][CH2:20][O:21][C:3]=12.[CH2:22]([O:29][CH2:30][C:31]1([S:34](Cl)(=[O:36])=[O:35])[CH2:33][CH2:32]1)[C:23]1[CH:28]=[CH:27][CH:26]=[CH:25][CH:24]=1. Product: [F:16][C:10]1[CH:11]=[C:12]([I:15])[CH:13]=[CH:14][C:9]=1[NH:8][C:7]1[C:2]([NH:1][S:34]([C:31]2([CH2:30][O:29][CH2:22][C:23]3[CH:28]=[CH:27][CH:26]=[CH:25][CH:24]=3)[CH2:33][CH2:32]2)(=[O:36])=[O:35])=[C:3]2[O:21][CH2:20][CH2:19][N:4]2[C:5](=[O:18])[C:6]=1[CH3:17]. The catalyst class is: 17. (3) Reactant: [NH2:1][C:2]1[CH:3]=[C:4]([C:8]2[S:12][C:11]([C:13]([CH3:16])([CH3:15])[CH3:14])=[N:10][C:9]=2[C:17]2[CH:22]=[CH:21][N:20]=[C:19]([NH2:23])[N:18]=2)[CH:5]=[CH:6][CH:7]=1.[N:24]([C:27]1[CH:32]=[CH:31][C:30]([C:33]([F:36])([F:35])[F:34])=[CH:29][CH:28]=1)=[C:25]=[O:26]. Product: [NH2:23][C:19]1[N:18]=[C:17]([C:9]2[N:10]=[C:11]([C:13]([CH3:16])([CH3:15])[CH3:14])[S:12][C:8]=2[C:4]2[CH:3]=[C:2]([NH:1][C:25]([NH:24][C:27]3[CH:28]=[CH:29][C:30]([C:33]([F:34])([F:35])[F:36])=[CH:31][CH:32]=3)=[O:26])[CH:7]=[CH:6][CH:5]=2)[CH:22]=[CH:21][N:20]=1. The catalyst class is: 2. (4) Reactant: Br[CH2:2][C:3]([NH2:5])=[O:4].[CH2:6]([NH:8][CH2:9][CH3:10])[CH3:7]. Product: [CH2:6]([N:8]([CH2:9][CH3:10])[CH2:2][C:3]([NH2:5])=[O:4])[CH3:7]. The catalyst class is: 22.